Dataset: Reaction yield outcomes from USPTO patents with 853,638 reactions. Task: Predict the reaction yield, written as a fraction of the theoretical maximum amount of product (1.0 means a 100% yield; for example, 0.34 means a 34% yield). The reactants are [CH2:1]([N:9]1[CH2:14][CH2:13][C:12](=[N:15]O)[CH2:11][CH2:10]1)[CH2:2][C:3]1[CH:8]=[CH:7][CH:6]=[CH:5][CH:4]=1.[Na].CCOCC. The yield is 0.700. The catalyst is O. The product is [CH2:1]([N:9]1[CH2:10][CH2:11][CH:12]([NH2:15])[CH2:13][CH2:14]1)[CH2:2][C:3]1[CH:8]=[CH:7][CH:6]=[CH:5][CH:4]=1.